The task is: Predict the reaction yield, written as a fraction of the theoretical maximum amount of product (1.0 means a 100% yield; for example, 0.34 means a 34% yield).. This data is from Reaction yield outcomes from USPTO patents with 853,638 reactions. (1) The yield is 0.820. The reactants are [OH-].[K+].Cl.[N:4]12[CH2:11][CH2:10][CH:7]([CH2:8][CH2:9]1)[C:6](=[O:12])[CH2:5]2.[N:13]1[CH:18]=[CH:17][CH:16]=[C:15]([CH:19]=O)[CH:14]=1.O. The product is [N:13]1[CH:18]=[CH:17][CH:16]=[C:15]([CH:19]=[C:5]2[C:6](=[O:12])[CH:7]3[CH2:10][CH2:11][N:4]2[CH2:9][CH2:8]3)[CH:14]=1. The catalyst is CO. (2) The reactants are [CH3:1][N:2]1[CH2:6][CH2:5][CH2:4][C:3]1=[O:7].C([N-]C(C)C)(C)C.[Li+].[Br:16][C:17]([CH2:19]Br)=[CH2:18]. The catalyst is C1COCC1. The product is [Br:16][C:17](=[CH2:18])[CH2:19][CH:4]1[CH2:5][CH2:6][N:2]([CH3:1])[C:3]1=[O:7]. The yield is 0.569. (3) The reactants are C([O:3][C:4](=[O:19])[C:5]([NH:15]C(=O)C)([CH2:11][CH:12]([F:14])[F:13])C(OCC)=O)C.[ClH:20]. No catalyst specified. The product is [ClH:20].[NH2:15][CH:5]([CH2:11][CH:12]([F:14])[F:13])[C:4]([OH:19])=[O:3]. The yield is 0.970. (4) The yield is 0.950. The reactants are [N:1]1([C@@H:10]2[O:14][C@H:13]([CH2:15][O:16][Si:17]([CH:24]([CH3:26])[CH3:25])([CH:21]([CH3:23])[CH3:22])[CH:18]([CH3:20])[CH3:19])[C@@H:12]([OH:27])[CH2:11]2)[C:9]2[CH:8]=[CH:7][N:6]=[CH:5][C:4]=2[CH:3]=[CH:2]1.[C:28](OC(=O)C)(=[O:30])[CH3:29]. The product is [C:28]([O:27][C@H:12]1[CH2:11][C@H:10]([N:1]2[C:9]3[CH:8]=[CH:7][N:6]=[CH:5][C:4]=3[CH:3]=[CH:2]2)[O:14][C@@H:13]1[CH2:15][O:16][Si:17]([CH:21]([CH3:23])[CH3:22])([CH:24]([CH3:26])[CH3:25])[CH:18]([CH3:20])[CH3:19])(=[O:30])[CH3:29]. The catalyst is CN(C1C=CN=CC=1)C.N1C=CC=CC=1.